The task is: Predict the reaction yield, written as a fraction of the theoretical maximum amount of product (1.0 means a 100% yield; for example, 0.34 means a 34% yield).. This data is from Reaction yield outcomes from USPTO patents with 853,638 reactions. The reactants are [Cl:1][C:2]1[CH:7]=[CH:6][C:5]([C:8]2[C:12]3[CH2:13][N:14]([C:17](=[O:19])[CH3:18])[CH2:15][CH2:16][C:11]=3[NH:10][N:9]=2)=[CH:4][C:3]=1[N+:20]([O-:22])=[O:21].C(=O)([O-])[O-].[Cs+].[Cs+].[CH2:29]([CH:31]1[O:33][CH2:32]1)Cl. The catalyst is CN(C=O)C.C(OCC)(=O)C.O. The product is [Cl:1][C:2]1[CH:7]=[CH:6][C:5]([C:8]2[C:12]3[CH2:13][N:14]([C:17](=[O:19])[CH3:18])[CH2:15][CH2:16][C:11]=3[N:10]([CH2:29][CH:31]3[CH2:32][O:33]3)[N:9]=2)=[CH:4][C:3]=1[N+:20]([O-:22])=[O:21]. The yield is 0.830.